Task: Predict the product of the given reaction.. Dataset: Forward reaction prediction with 1.9M reactions from USPTO patents (1976-2016) (1) Given the reactants [CH2:1]([C:8]1[CH:9]=[N:10][C:11]2[C:16]([C:17]=1[C:18]1[CH:19]=[C:20]([NH2:24])[CH:21]=[CH:22][CH:23]=1)=[CH:15][CH:14]=[CH:13][C:12]=2[C:25]([F:28])([F:27])[F:26])[C:2]1[CH:7]=[CH:6][CH:5]=[CH:4][CH:3]=1.[CH2:29]([O:31][C:32]1[C:33]([OH:40])=[C:34]([CH:37]=[CH:38][CH:39]=1)[CH:35]=O)[CH3:30], predict the reaction product. The product is: [CH2:1]([C:8]1[CH:9]=[N:10][C:11]2[C:16]([C:17]=1[C:18]1[CH:19]=[C:20]([NH:24][CH2:35][C:34]3[CH:37]=[CH:38][CH:39]=[C:32]([O:31][CH2:29][CH3:30])[C:33]=3[OH:40])[CH:21]=[CH:22][CH:23]=1)=[CH:15][CH:14]=[CH:13][C:12]=2[C:25]([F:28])([F:26])[F:27])[C:2]1[CH:3]=[CH:4][CH:5]=[CH:6][CH:7]=1. (2) Given the reactants [NH2:1][C:2]1[C:3]([C:9]([O:11][CH3:12])=[O:10])=[N:4][C:5](Br)=[CH:6][N:7]=1.[Br:13][C:14]1[CH:15]=[C:16](B(O)O)[CH:17]=[CH:18][CH:19]=1, predict the reaction product. The product is: [NH2:1][C:2]1[C:3]([C:9]([O:11][CH3:12])=[O:10])=[N:4][C:5]([C:18]2[CH:17]=[CH:16][CH:15]=[C:14]([Br:13])[CH:19]=2)=[CH:6][N:7]=1.